From a dataset of Peptide-MHC class II binding affinity with 134,281 pairs from IEDB. Regression. Given a peptide amino acid sequence and an MHC pseudo amino acid sequence, predict their binding affinity value. This is MHC class II binding data. (1) The MHC is HLA-DQA10101-DQB10501 with pseudo-sequence HLA-DQA10101-DQB10501. The peptide sequence is FQDLELSWNLNGLQAY. The binding affinity (normalized) is 0.644. (2) The peptide sequence is YSQLMCQPILLLDQV. The MHC is DRB1_0101 with pseudo-sequence DRB1_0101. The binding affinity (normalized) is 0.790. (3) The peptide sequence is RGGMVAPLYGVEGTK. The MHC is DRB1_0801 with pseudo-sequence DRB1_0801. The binding affinity (normalized) is 0. (4) The peptide sequence is IPKGDFLTGPLNFTG. The MHC is DRB1_0701 with pseudo-sequence DRB1_0701. The binding affinity (normalized) is 0.410. (5) The peptide sequence is AFILDYDNLFPKV. The MHC is DRB1_0401 with pseudo-sequence DRB1_0401. The binding affinity (normalized) is 0.657. (6) The peptide sequence is RDGGQLRIPSLLHGG. The MHC is HLA-DQA10102-DQB10602 with pseudo-sequence HLA-DQA10102-DQB10602. The binding affinity (normalized) is 0.200.